Dataset: Forward reaction prediction with 1.9M reactions from USPTO patents (1976-2016). Task: Predict the product of the given reaction. (1) Given the reactants [CH3:16][C:11]1([CH3:17])[C:12]([CH3:15])([CH3:14])[O:13][B:9]([B:9]2[O:13][C:12]([CH3:15])([CH3:14])[C:11]([CH3:17])([CH3:16])[O:10]2)[O:10]1.[Cl:19][C:20]1[CH:25]=[CH:24][CH:23]=[C:22]([Cl:26])[C:21]=1[CH:27]([F:29])[F:28], predict the reaction product. The product is: [Cl:19][C:20]1[CH:25]=[C:24]([B:9]2[O:10][C:11]([CH3:16])([CH3:17])[C:12]([CH3:14])([CH3:15])[O:13]2)[CH:23]=[C:22]([Cl:26])[C:21]=1[CH:27]([F:28])[F:29]. (2) Given the reactants [F:1][C:2]([F:23])([F:22])[O:3][C:4]1[CH:9]=[CH:8][C:7]([N:10]2[CH2:14][CH2:13][C:12]3([CH2:19][CH2:18][NH:17][C:16](=[O:20])[CH2:15]3)[C:11]2=[O:21])=[CH:6][CH:5]=1.[CH3:24]I, predict the reaction product. The product is: [CH3:24][N:17]1[CH2:18][CH2:19][C:12]2([C:11](=[O:21])[N:10]([C:7]3[CH:8]=[CH:9][C:4]([O:3][C:2]([F:1])([F:22])[F:23])=[CH:5][CH:6]=3)[CH2:14][CH2:13]2)[CH2:15][C:16]1=[O:20]. (3) Given the reactants CC(C)(C)[C@@H](C(O)=O)N[C:5](OCCCC=C)=[O:6].[NH2:18][C@@H:19]([CH:23]1[CH2:28][CH2:27][CH2:26][CH2:25][CH2:24]1)[C:20]([OH:22])=[O:21].[CH3:29][C:30]([CH3:37])([CH2:33][CH2:34][CH:35]=[CH2:36])[CH2:31][OH:32], predict the reaction product. The product is: [CH:23]1([C@H:19]([NH:18][C:5]([O:32][CH2:31][C:30]([CH3:37])([CH3:29])[CH2:33][CH2:34][CH:35]=[CH2:36])=[O:6])[C:20]([OH:22])=[O:21])[CH2:28][CH2:27][CH2:26][CH2:25][CH2:24]1. (4) Given the reactants C(OC(=O)[NH:10][CH2:11][C@H:12]1[CH2:17][CH2:16][CH2:15][N:14]([C:18]2[C:27]3[C:22](=[CH:23][C:24]([CH3:28])=[CH:25][CH:26]=3)[N:21]=[C:20]([C:29]3[CH:34]=[CH:33][CH:32]=[CH:31][C:30]=3[OH:35])[N:19]=2)[CH2:13]1)C1C=CC=CC=1, predict the reaction product. The product is: [NH2:10][CH2:11][C@H:12]1[CH2:17][CH2:16][CH2:15][N:14]([C:18]2[C:27]3[C:22](=[CH:23][C:24]([CH3:28])=[CH:25][CH:26]=3)[N:21]=[C:20]([C:29]3[CH:34]=[CH:33][CH:32]=[CH:31][C:30]=3[OH:35])[N:19]=2)[CH2:13]1. (5) Given the reactants [NH:1]([C:12]([O:14]CC1C2C(=CC=CC=2)C2C1=CC=CC=2)=O)[C@H:2]([C:5]([O:7][C:8]([CH3:11])([CH3:10])[CH3:9])=O)[CH2:3]O.COC(=O)[C@H:32]([CH2:34][CH:35]([CH3:37])[CH3:36])[NH2:33].C([C@@H]1NC[C@H](CC(C)C)NC1=O)C(C)C, predict the reaction product. The product is: [C:8]([O:7][CH2:5][C@@H:2]1[NH:1][C:12](=[O:14])[C@H:32]([CH2:34][CH:35]([CH3:37])[CH3:36])[NH:33][CH2:3]1)([CH3:9])([CH3:10])[CH3:11].